Dataset: Forward reaction prediction with 1.9M reactions from USPTO patents (1976-2016). Task: Predict the product of the given reaction. (1) Given the reactants [N:1]([CH2:4][C@H:5]([CH:29]1[CH2:31][CH2:30]1)[C@H:6]([C@H:15]1[CH2:19][O:18]C(C)(C)[N:16]1[C:22]([O:24][C:25]([CH3:28])([CH3:27])[CH3:26])=[O:23])[O:7][Si:8]([C:11]([CH3:14])([CH3:13])[CH3:12])([CH3:10])[CH3:9])=[N+:2]=[N-:3].C(O)(C(F)(F)F)=O.CCN(C(C)C)C(C)C.C(OC(OC(C)(C)C)=O)(OC(C)(C)C)=O, predict the reaction product. The product is: [N:1]([CH2:4][C@H:5]([CH:29]1[CH2:30][CH2:31]1)[C@@H:6]([OH:7])[C@H:15]([NH:16][C:22](=[O:23])[O:24][C:25]([CH3:28])([CH3:27])[CH3:26])[CH2:19][OH:18])=[N+:2]=[N-:3].[N:1]([CH2:4][C@H:5]([CH:29]1[CH2:30][CH2:31]1)[C@@H:6]([O:7][Si:8]([C:11]([CH3:14])([CH3:13])[CH3:12])([CH3:10])[CH3:9])[C@H:15]([NH:16][C:22](=[O:23])[O:24][C:25]([CH3:28])([CH3:26])[CH3:27])[CH2:19][OH:18])=[N+:2]=[N-:3]. (2) Given the reactants C(O)(=O)C.C(O[C:8]1(O[Si](C)(C)C)[CH2:10][CH2:9]1)C.[NH2:16][C:17]1[CH:42]=[CH:41][C:20]([CH2:21][N:22]2[C:30]3[C:25](=[CH:26][C:27]([Cl:31])=[CH:28][CH:29]=3)[C:24]([C:33]3[CH:38]=[CH:37][CH:36]=[CH:35][C:34]=3[Cl:39])([CH3:32])[C:23]2=[O:40])=[C:19]([O:43][CH3:44])[CH:18]=1.C([BH3-])#N.[Na+], predict the reaction product. The product is: [Cl:31][C:27]1[CH:26]=[C:25]2[C:30](=[CH:29][CH:28]=1)[N:22]([CH2:21][C:20]1[CH:41]=[CH:42][C:17]([NH:16][CH:8]3[CH2:10][CH2:9]3)=[CH:18][C:19]=1[O:43][CH3:44])[C:23](=[O:40])[C:24]2([C:33]1[CH:38]=[CH:37][CH:36]=[CH:35][C:34]=1[Cl:39])[CH3:32].